Dataset: Forward reaction prediction with 1.9M reactions from USPTO patents (1976-2016). Task: Predict the product of the given reaction. (1) Given the reactants C[O:2][C:3](=O)[C:4]1[CH:9]=[C:8]([Br:10])[C:7]([CH2:11][Br:12])=[C:6]([Br:13])[CH:5]=1.[H-].C([Al+]CC(C)C)C(C)C, predict the reaction product. The product is: [Br:10][C:8]1[CH:9]=[C:4]([CH2:3][OH:2])[CH:5]=[C:6]([Br:13])[C:7]=1[CH2:11][Br:12]. (2) Given the reactants [Cl:1][C:2]1[CH:7]=[CH:6][CH:5]=[CH:4][C:3]=1B(O)O.FC(F)(F)S(O[C:17]1[CH:22]=[CH:21][C:20]([C@H:23]2[C:28]3=[N:29][S:30](=[O:34])(=[O:33])[CH2:31][CH2:32][N:27]3[CH2:26][CH2:25][CH2:24]2)=[CH:19][CH:18]=1)(=O)=O.C(=O)([O-])[O-].[Na+].[Na+], predict the reaction product. The product is: [Cl:1][C:2]1[CH:7]=[CH:6][CH:5]=[CH:4][C:3]=1[C:17]1[CH:18]=[CH:19][C:20]([C@H:23]2[C:28]3=[N:29][S:30](=[O:34])(=[O:33])[CH2:31][CH2:32][N:27]3[CH2:26][CH2:25][CH2:24]2)=[CH:21][CH:22]=1. (3) Given the reactants [Cl:1][C:2]1[N:11]=[C:10](Cl)[C:9]2[C:4](=[CH:5][CH:6]=[CH:7][CH:8]=2)[N:3]=1.[CH3:13][O:14][C:15]1[CH:20]=[CH:19][C:18]([NH:21][CH3:22])=[CH:17][CH:16]=1, predict the reaction product. The product is: [ClH:1].[Cl:1][C:2]1[N:11]=[C:10]([N:21]([C:18]2[CH:19]=[CH:20][C:15]([O:14][CH3:13])=[CH:16][CH:17]=2)[CH3:22])[C:9]2[C:4](=[CH:5][CH:6]=[CH:7][CH:8]=2)[N:3]=1. (4) Given the reactants [CH2:1]([O:8][C:9]1[CH:14]=[CH:13][C:12]([N:15]([CH2:30][CH:31]=[C:32]([CH3:34])[CH3:33])[CH2:16][C:17]([NH:20][C:21](=[O:29])[C@@H:22]([NH:27][CH3:28])[CH2:23][CH:24]([CH3:26])[CH3:25])([CH3:19])[CH3:18])=[CH:11][CH:10]=1)[C:2]1[CH:7]=[CH:6][CH:5]=[CH:4][CH:3]=1.[CH:35](N(C(C)C)CC)(C)C.BrC[CH:46]=[C:47]([CH3:49])[CH3:48], predict the reaction product. The product is: [CH2:1]([O:8][C:9]1[CH:14]=[CH:13][C:12]([N:15]([CH2:30][CH:31]=[C:32]([CH3:33])[CH3:34])[CH2:16][C:17]([NH:20][C:21](=[O:29])[C@@H:22]([N:27]([CH3:35])[CH2:28][CH:46]=[C:47]([CH3:49])[CH3:48])[CH2:23][CH:24]([CH3:26])[CH3:25])([CH3:19])[CH3:18])=[CH:11][CH:10]=1)[C:2]1[CH:3]=[CH:4][CH:5]=[CH:6][CH:7]=1. (5) Given the reactants Br[CH2:2][C:3]1[C:15]([C:16]#[N:17])=[CH:14][C:6]([C:7]([O:9][C:10]([CH3:13])([CH3:12])[CH3:11])=[O:8])=[C:5]([O:18][CH2:19][CH3:20])[CH:4]=1.[N-:21]=[N+:22]=[N-:23].[Na+], predict the reaction product. The product is: [N:21]([CH2:2][C:3]1[C:15]([C:16]#[N:17])=[CH:14][C:6]([C:7]([O:9][C:10]([CH3:13])([CH3:12])[CH3:11])=[O:8])=[C:5]([O:18][CH2:19][CH3:20])[CH:4]=1)=[N+:22]=[N-:23]. (6) Given the reactants [CH2:1]([O:8][C:9]([N:11]1[CH2:16][CH:15]([O:17][CH2:18][C:19]2[CH:20]=[CH:21][C:22]3[O:27][CH2:26][CH2:25][N:24]([CH2:28][CH2:29][CH2:30][O:31][CH3:32])[C:23]=3[CH:33]=2)[CH:14]([C:34]2[CH:39]=[CH:38][C:37]([O:40][CH3:41])=[CH:36][CH:35]=2)[CH:13]([OH:42])[CH2:12]1)=[O:10])[C:2]1[CH:7]=[CH:6][CH:5]=[CH:4][CH:3]=1.Br[CH:44]1[CH2:49][CH2:48][CH2:47][CH:46]=[CH:45]1, predict the reaction product. The product is: [CH2:1]([O:8][C:9]([N:11]1[CH2:16][CH:15]([O:17][CH2:18][C:19]2[CH:20]=[CH:21][C:22]3[O:27][CH2:26][CH2:25][N:24]([CH2:28][CH2:29][CH2:30][O:31][CH3:32])[C:23]=3[CH:33]=2)[CH:14]([C:34]2[CH:39]=[CH:38][C:37]([O:40][CH3:41])=[CH:36][CH:35]=2)[CH:13]([O:42][CH:49]2[CH2:48][CH2:47][CH2:46][CH:45]=[CH:44]2)[CH2:12]1)=[O:10])[C:2]1[CH:7]=[CH:6][CH:5]=[CH:4][CH:3]=1. (7) Given the reactants Br[C:2]1[CH:7]=[CH:6][C:5]([CH:8]([CH2:11][CH3:12])[CH2:9][CH3:10])=[CH:4][CH:3]=1.C([Li])CCC.CCCCCC.CN(C)[CH:26]=[O:27].[Cl-].[NH4+], predict the reaction product. The product is: [CH2:9]([CH:8]([C:5]1[CH:6]=[CH:7][C:2]([CH:26]=[O:27])=[CH:3][CH:4]=1)[CH2:11][CH3:12])[CH3:10]. (8) Given the reactants [CH:1]12[CH2:10][CH:5]3[CH2:6][CH:7]([CH2:9][CH:3]([CH2:4]3)[CH:2]1[NH:11][C:12]([C:14]1[CH:15]=[N:16][N:17]([CH3:20])[C:18]=1Cl)=[O:13])[CH2:8]2.C(N(CC)CC)C.[NH2:28][C:29](C)([CH3:33])[C:30](O)=O, predict the reaction product. The product is: [CH:1]12[CH2:10][CH:5]3[CH2:6][CH:7]([CH2:9][CH:3]([CH2:4]3)[CH:2]1[NH:11][C:12]([C:14]1[CH:15]=[N:16][N:17]([CH3:20])[C:18]=1[NH:28][CH:29]([CH3:33])[CH3:30])=[O:13])[CH2:8]2. (9) Given the reactants [CH:1]([C:4]1[CH:5]=[C:6]([CH:12]=[CH:13][C:14]([NH:16][C:17]2[CH:18]=[C:19]([CH:25]=[CH:26][CH:27]=2)[C:20]([O:22]CC)=[O:21])=[O:15])[O:7][C:8]=1[CH:9]([CH3:11])[CH3:10])([CH3:3])[CH3:2].[OH-].[Li+], predict the reaction product. The product is: [CH:1]([C:4]1[CH:5]=[C:6]([CH:12]=[CH:13][C:14]([NH:16][C:17]2[CH:18]=[C:19]([CH:25]=[CH:26][CH:27]=2)[C:20]([OH:22])=[O:21])=[O:15])[O:7][C:8]=1[CH:9]([CH3:10])[CH3:11])([CH3:2])[CH3:3].